From a dataset of Full USPTO retrosynthesis dataset with 1.9M reactions from patents (1976-2016). Predict the reactants needed to synthesize the given product. Given the product [Cl:1][C:2]1[CH:3]=[C:4]([CH2:14][N:15]2[C:19]([CH3:20])=[CH:18][C:17]([NH:21][C:22](=[O:23])[C:24]3[CH:25]=[CH:26][C:27]([CH2:28][OH:29])=[CH:32][CH:33]=3)=[N:16]2)[C:5]2[O:9][C:8]([CH:10]([CH3:11])[CH3:12])=[CH:7][C:6]=2[CH:13]=1, predict the reactants needed to synthesize it. The reactants are: [Cl:1][C:2]1[CH:3]=[C:4]([CH2:14][N:15]2[C:19]([CH3:20])=[CH:18][C:17]([NH:21][C:22]([C:24]3[CH:33]=[CH:32][C:27]([C:28](OC)=[O:29])=[CH:26][CH:25]=3)=[O:23])=[N:16]2)[C:5]2[O:9][C:8]([CH:10]([CH3:12])[CH3:11])=[CH:7][C:6]=2[CH:13]=1.[H-].[Al+3].[Li+].[H-].[H-].[H-].